Dataset: Full USPTO retrosynthesis dataset with 1.9M reactions from patents (1976-2016). Task: Predict the reactants needed to synthesize the given product. (1) Given the product [CH3:12][O:11][CH2:10][CH2:9][O:8][C:6]1[CH:5]=[CH:4][C:3]([CH3:13])=[C:2]([C:22]2[C:23]3[CH:30]=[C:29]([CH:31]=[O:32])[CH:28]=[CH:27][C:24]=3[S:25][CH:26]=2)[CH:7]=1, predict the reactants needed to synthesize it. The reactants are: Br[C:2]1[CH:7]=[C:6]([O:8][CH2:9][CH2:10][O:11][CH3:12])[CH:5]=[CH:4][C:3]=1[CH3:13].CC1(C)C(C)(C)OB([C:22]2[C:23]3[CH:30]=[C:29]([CH2:31][OH:32])[CH:28]=[CH:27][C:24]=3[S:25][CH:26]=2)O1.C([O-])([O-])=O.[Cs+].[Cs+]. (2) Given the product [Cl:17][C:2]1[CH:6]=[CH:5][C:4]([CH:3]([CH2:15][OH:16])[C:10]([O:12][CH3:13])=[O:11])=[CH:7][CH:9]=1, predict the reactants needed to synthesize it. The reactants are: C[C@@H:2]1[CH2:6][CH2:5][C:4](=[C:7]([CH3:9])C)[CH:3]1[C:10]([O:12][CH2:13]C)=[O:11].[CH2:15]=[O:16].[ClH:17]. (3) Given the product [CH2:23]([O:8][C:7]([C:6]1[S:5][C:4]2[C:10]([N+:16]([O-:18])=[O:17])=[C:11]([OH:15])[C:12]([OH:14])=[CH:13][C:3]=2[C:2]=1[Cl:1])=[O:9])[CH3:24], predict the reactants needed to synthesize it. The reactants are: [Cl:1][C:2]1[C:3]2[CH:13]=[C:12]([OH:14])[C:11]([OH:15])=[C:10]([N+:16]([O-:18])=[O:17])[C:4]=2[S:5][C:6]=1[C:7]([OH:9])=[O:8].S(Cl)(Cl)=O.[CH2:23](O)[CH3:24]. (4) Given the product [Cl:1][C:2]1[CH:7]=[CH:6][C:5]([NH:8][C:9](=[O:32])[NH:10][C:11]2[CH:30]=[CH:29][C:14]([O:15][C:16]3[CH:21]=[CH:20][N:19]=[C:18]([C:22]([OH:24])=[O:23])[CH:17]=3)=[CH:13][C:12]=2[F:31])=[CH:4][C:3]=1[C:33]([F:35])([F:36])[F:34], predict the reactants needed to synthesize it. The reactants are: [Cl:1][C:2]1[CH:7]=[CH:6][C:5]([NH:8][C:9](=[O:32])[NH:10][C:11]2[CH:30]=[CH:29][C:14]([O:15][C:16]3[CH:21]=[CH:20][N:19]=[C:18]([C:22]([O:24]C(C)(C)C)=[O:23])[CH:17]=3)=[CH:13][C:12]=2[F:31])=[CH:4][C:3]=1[C:33]([F:36])([F:35])[F:34].FC(F)(F)C(O)=O.C([SiH](CC)CC)C. (5) Given the product [C:30]([O:29][C:26](=[O:28])[CH2:27][C:3]([C:4]1[CH:9]=[CH:8][CH:7]=[C:6]([C:10]2[CH:15]=[C:14]([CH2:16][O:17][CH:18]3[CH2:23][CH2:22][CH2:21][CH2:20][O:19]3)[N:13]=[C:12]([CH3:24])[CH:11]=2)[CH:5]=1)=[O:2])([CH3:33])([CH3:32])[CH3:31], predict the reactants needed to synthesize it. The reactants are: C[O:2][C:3](=O)[C:4]1[CH:9]=[CH:8][CH:7]=[C:6]([C:10]2[CH:15]=[C:14]([CH2:16][O:17][CH:18]3[CH2:23][CH2:22][CH2:21][CH2:20][O:19]3)[N:13]=[C:12]([CH3:24])[CH:11]=2)[CH:5]=1.[C:26]([O:29][C:30]([CH3:33])([CH3:32])[CH3:31])(=[O:28])[CH3:27]. (6) Given the product [Cl:1][C:2]1[CH:3]=[CH:4][C:5]([O:6][CH2:7][C:8]([NH:12][S:22]([CH2:15][C:16]2[CH:21]=[CH:20][CH:19]=[CH:18][CH:17]=2)(=[O:24])=[O:23])([CH3:11])[C:9]#[N:10])=[CH:13][CH:14]=1, predict the reactants needed to synthesize it. The reactants are: [Cl:1][C:2]1[CH:14]=[CH:13][C:5]([O:6][CH2:7][C:8]([NH2:12])([CH3:11])[C:9]#[N:10])=[CH:4][CH:3]=1.[CH2:15]([S:22](Cl)(=[O:24])=[O:23])[C:16]1[CH:21]=[CH:20][CH:19]=[CH:18][CH:17]=1.